The task is: Predict the reactants needed to synthesize the given product.. This data is from Full USPTO retrosynthesis dataset with 1.9M reactions from patents (1976-2016). The reactants are: [F:1][C@H:2]1[CH2:6][N:5]([C:7]2[N:15]=[C:14]3[C:10]([N:11]=[CH:12][N:13]3[CH:16]([CH3:18])[CH3:17])=[C:9]([NH:19][C:20]3[CH:21]=[N:22][N:23]([CH3:25])[CH:24]=3)[N:8]=2)[CH2:4][C@@H:3]1[NH:26][C:27](=[O:30])[CH:28]=[CH2:29]. Given the product [F:1][C@@H:2]1[CH2:6][N:5]([C:7]2[N:15]=[C:14]3[C:10]([N:11]=[CH:12][N:13]3[CH:16]([CH3:18])[CH3:17])=[C:9]([NH:19][C:20]3[CH:21]=[N:22][N:23]([CH3:25])[CH:24]=3)[N:8]=2)[CH2:4][C@H:3]1[NH:26][C:27](=[O:30])[CH:28]=[CH2:29], predict the reactants needed to synthesize it.